Dataset: Reaction yield outcomes from USPTO patents with 853,638 reactions. Task: Predict the reaction yield, written as a fraction of the theoretical maximum amount of product (1.0 means a 100% yield; for example, 0.34 means a 34% yield). (1) The reactants are [F:1][C:2]1[CH:3]=[CH:4][C:5]([CH2:8]O)=[N:6][CH:7]=1.S(Cl)([Cl:12])=O. The catalyst is C(Cl)Cl. The product is [Cl:12][CH2:8][C:5]1[CH:4]=[CH:3][C:2]([F:1])=[CH:7][N:6]=1. The yield is 0.700. (2) The reactants are C[Si]([N-:5][Si](C)(C)C)(C)C.[Li+].[I:11][C:12]1[CH:13]=[C:14]([CH:17]=[CH:18][C:19]=1[CH3:20])[C:15]#[N:16].O.Cl. The catalyst is O1CCCC1. The product is [I:11][C:12]1[CH:13]=[C:14]([C:15](=[NH:5])[NH2:16])[CH:17]=[CH:18][C:19]=1[CH3:20]. The yield is 0.250. (3) The reactants are [CH2:1]([O:8][C@@H:9]1[C@@:13]([CH2:23][OH:24])([CH2:14][O:15][CH2:16][C:17]2[CH:22]=[CH:21][CH:20]=[CH:19][CH:18]=2)[O:12][C@@H:11]([N:25]2[CH:33]=[C:31]([CH3:32])[C:29](=[O:30])[NH:28][C:26]2=[O:27])[C@@H:10]1[OH:34])[C:2]1[CH:7]=[CH:6][CH:5]=[CH:4][CH:3]=1.[C:35]1([CH3:45])[CH:40]=[CH:39][C:38]([S:41](Cl)(=[O:43])=[O:42])=[CH:37][CH:36]=1. The product is [CH2:1]([O:8][C@@H:9]1[C@@:13]([CH2:23][O:24][S:41]([C:38]2[CH:39]=[CH:40][C:35]([CH3:45])=[CH:36][CH:37]=2)(=[O:43])=[O:42])([CH2:14][O:15][CH2:16][C:17]2[CH:22]=[CH:21][CH:20]=[CH:19][CH:18]=2)[O:12][C@@H:11]([N:25]2[CH:33]=[C:31]([CH3:32])[C:29](=[O:30])[NH:28][C:26]2=[O:27])[C@@H:10]1[O:34][S:41]([C:38]1[CH:39]=[CH:40][C:35]([CH3:45])=[CH:36][CH:37]=1)(=[O:43])=[O:42])[C:2]1[CH:3]=[CH:4][CH:5]=[CH:6][CH:7]=1. The yield is 0.800. The catalyst is CN(C1C=CN=CC=1)C.ClCCl. (4) The reactants are C(OC([N:8]1[CH2:13][CH2:12][CH:11]([C:14]#[C:15][C:16]2[CH:17]=[C:18]3[C:23](=[CH:24][CH:25]=2)[N:22]=[CH:21][N:20]=[C:19]3Cl)[CH2:10][CH2:9]1)=O)(C)(C)C.[CH3:27][C:28]1[CH:29]=[C:30]([NH2:41])[CH:31]=[CH:32][C:33]=1[O:34][C:35]1[CH:36]=[N:37][CH:38]=[CH:39][CH:40]=1.ClC(Cl)C. The catalyst is C(O)(C)(C)C. The product is [CH3:27][C:28]1[CH:29]=[C:30]([NH:41][C:19]2[C:18]3[C:23](=[CH:24][CH:25]=[C:16]([C:15]#[C:14][CH:11]4[CH2:10][CH2:9][NH:8][CH2:13][CH2:12]4)[CH:17]=3)[N:22]=[CH:21][N:20]=2)[CH:31]=[CH:32][C:33]=1[O:34][C:35]1[CH:36]=[N:37][CH:38]=[CH:39][CH:40]=1. The yield is 0.950. (5) The reactants are [Br:1][C:2]1[CH:8]=[C:7]([F:9])[CH:6]=[C:5]([F:10])[C:3]=1[NH2:4].Cl[C:12]([O:14][CH2:15][CH3:16])=[O:13].C(OCC)(=O)C.CCCCCC. The catalyst is N1C=CC=CC=1. The product is [Br:1][C:2]1[CH:8]=[C:7]([F:9])[CH:6]=[C:5]([F:10])[C:3]=1[NH:4][C:12]([O:14][CH2:15][CH3:16])=[O:13]. The yield is 0.940. (6) The reactants are [C:1]([C:3]1[CH:4]=[C:5]([CH:9]=[CH:10][CH:11]=1)[C:6](O)=[O:7])#[N:2].[CH3:12][NH2:13].CO. The catalyst is O1CCCC1. The product is [C:1]([C:3]1[CH:4]=[C:5]([CH:9]=[CH:10][CH:11]=1)[C:6]([NH:13][CH3:12])=[O:7])#[N:2]. The yield is 0.760.